This data is from Full USPTO retrosynthesis dataset with 1.9M reactions from patents (1976-2016). The task is: Predict the reactants needed to synthesize the given product. (1) The reactants are: [Si:1]([O:18][CH2:19][C:20]1[C:25]([N:26]2[CH2:31][C@H:30]([CH3:32])[O:29][C@H:28]([CH3:33])[CH2:27]2)=[C:24]([Cl:34])[C:23]([F:35])=[CH:22][CH:21]=1)([C:14]([CH3:17])([CH3:16])[CH3:15])([C:8]1[CH:13]=[CH:12][CH:11]=[CH:10][CH:9]=1)[C:2]1[CH:7]=[CH:6][CH:5]=[CH:4][CH:3]=1.C([Li])(CC)C.[N:41]1[CH:46]=[CH:45][CH:44]=[CH:43][C:42]=1[CH:47]=[O:48]. Given the product [Si:1]([O:18][CH2:19][C:20]1[C:25]([N:26]2[CH2:31][C@H:30]([CH3:32])[O:29][C@H:28]([CH3:33])[CH2:27]2)=[C:24]([Cl:34])[C:23]([F:35])=[C:22]([CH:47]([C:42]2[CH:43]=[CH:44][CH:45]=[CH:46][N:41]=2)[OH:48])[CH:21]=1)([C:14]([CH3:16])([CH3:17])[CH3:15])([C:2]1[CH:7]=[CH:6][CH:5]=[CH:4][CH:3]=1)[C:8]1[CH:13]=[CH:12][CH:11]=[CH:10][CH:9]=1, predict the reactants needed to synthesize it. (2) Given the product [Cl:14][C:5]1[CH:4]=[CH:3][C:2]([CH:19]=[CH:18][CH2:17][O:16][CH3:15])=[CH:13][C:6]=1[C:7]([NH:9][CH:10]1[CH2:12][CH2:11]1)=[O:8], predict the reactants needed to synthesize it. The reactants are: Br[C:2]1[CH:3]=[CH:4][C:5]([Cl:14])=[C:6]([CH:13]=1)[C:7]([NH:9][CH:10]1[CH2:12][CH2:11]1)=[O:8].[CH3:15][O:16][CH2:17]/[CH:18]=[CH:19]/B1OC(C)(C)C(C)(C)O1.C([O-])([O-])=O.[Na+].[Na+].Cl.